From a dataset of Full USPTO retrosynthesis dataset with 1.9M reactions from patents (1976-2016). Predict the reactants needed to synthesize the given product. (1) The reactants are: [CH3:1][C:2]1([CH3:18])[CH2:6][CH2:5][N:4]([C:7]([O:9][CH2:10][C:11]2[CH:16]=[CH:15][CH:14]=[CH:13][CH:12]=2)=[O:8])[C:3]1=[O:17].[BH4-].[Na+].C(Cl)(Cl)Cl.[NH4+].[Cl-]. Given the product [OH:17][CH:3]1[C:2]([CH3:18])([CH3:1])[CH2:6][CH2:5][N:4]1[C:7]([O:9][CH2:10][C:11]1[CH:12]=[CH:13][CH:14]=[CH:15][CH:16]=1)=[O:8], predict the reactants needed to synthesize it. (2) Given the product [Cl:43][C:10]1[C:11]2[C:16](=[CH:15][CH:14]=[C:13]([C:17]([N:19]3[CH2:20][CH:21]([N:23]4[CH2:28][CH2:27][N:26]([C:29]([C:31]5[S:32][CH:33]=[CH:34][N:35]=5)=[O:30])[CH2:25][CH2:24]4)[CH2:22]3)=[O:18])[CH:12]=2)[N:8]([C:5]2[CH:6]=[CH:7][C:2]([F:1])=[CH:3][CH:4]=2)[CH:9]=1, predict the reactants needed to synthesize it. The reactants are: [F:1][C:2]1[CH:7]=[CH:6][C:5]([N:8]2[C:16]3[C:11](=[CH:12][C:13]([C:17]([N:19]4[CH2:22][CH:21]([N:23]5[CH2:28][CH2:27][N:26]([C:29]([C:31]6[S:32][CH:33]=[CH:34][N:35]=6)=[O:30])[CH2:25][CH2:24]5)[CH2:20]4)=[O:18])=[CH:14][CH:15]=3)[CH:10]=[CH:9]2)=[CH:4][CH:3]=1.C1C(=O)N([Cl:43])C(=O)C1. (3) Given the product [C:17]([O:21][C:22]([N:24]1[CH2:29][CH2:28][N:27]([C:8]2[CH:13]=[CH:12][C:11]([N+:14]([O-:16])=[O:15])=[CH:10][N:9]=2)[CH2:26][CH2:25]1)=[O:23])([CH3:20])([CH3:18])[CH3:19], predict the reactants needed to synthesize it. The reactants are: C(=O)([O-])[O-].[K+].[K+].Cl[C:8]1[CH:13]=[CH:12][C:11]([N+:14]([O-:16])=[O:15])=[CH:10][N:9]=1.[C:17]([O:21][C:22]([N:24]1[CH2:29][CH2:28][NH:27][CH2:26][CH2:25]1)=[O:23])([CH3:20])([CH3:19])[CH3:18]. (4) Given the product [Cl:5][C:15]1[CH:14]=[C:10]([CH:9]=[C:8]([O:7][CH3:6])[N:16]=1)[C:11]([OH:13])=[O:12], predict the reactants needed to synthesize it. The reactants are: [OH-].[Na+].CO.[ClH:5].[CH3:6][O:7][C:8]1[CH:9]=[C:10]([CH:14]=[C:15](OC)[N:16]=1)[C:11]([OH:13])=[O:12]. (5) Given the product [F:18][C:10]1[CH:11]=[CH:12][C:7]([CH3:1])=[CH:8][C:9]=1[CH:22]=[S:21], predict the reactants needed to synthesize it. The reactants are: [CH2:1]([Li])CCC.Br[C:7]1[CH:8]=[CH:9][C:10]([F:18])=[C:11](C2OCCO2)[CH:12]=1.CS[S:21][CH3:22].Cl. (6) Given the product [CH3:1][N:2]([CH3:3])[C:37]([C:32]1[CH:31]=[CH:30][C:29]2[C:34](=[CH:35][CH:36]=[C:27]([C:22]([C:19]3[CH:20]=[CH:21][C:16]([O:15][CH2:14][C:13](=[O:41])[C:12]([CH3:43])([CH3:42])[CH3:11])=[C:17]([CH3:40])[CH:18]=3)([CH2:25][CH3:26])[CH2:23][CH3:24])[CH:28]=2)[CH:33]=1)=[O:38], predict the reactants needed to synthesize it. The reactants are: [CH3:1][NH:2][CH3:3].CCN(CC)CC.[CH3:11][C:12]([CH3:43])([CH3:42])[C:13](=[O:41])[CH2:14][O:15][C:16]1[CH:21]=[CH:20][C:19]([C:22]([C:27]2[CH:28]=[C:29]3[C:34](=[CH:35][CH:36]=2)[CH:33]=[C:32]([C:37](Cl)=[O:38])[CH:31]=[CH:30]3)([CH2:25][CH3:26])[CH2:23][CH3:24])=[CH:18][C:17]=1[CH3:40].Cl. (7) Given the product [C:12]([C:2]1[N:7]=[C:6]([C:8]#[N:9])[CH:5]=[CH:4][C:3]=1[O:10][CH3:11])([CH3:17])=[CH2:13], predict the reactants needed to synthesize it. The reactants are: Br[C:2]1[N:7]=[C:6]([C:8]#[N:9])[CH:5]=[CH:4][C:3]=1[O:10][CH3:11].[CH:12]1(P(C2CCCCC2)C2CCCCC2)[CH2:17]CCC[CH2:13]1.P([O-])([O-])([O-])=O.[K+].[K+].[K+].